From a dataset of Full USPTO retrosynthesis dataset with 1.9M reactions from patents (1976-2016). Predict the reactants needed to synthesize the given product. (1) Given the product [CH:1]1[CH:2]=[C:3]([N:9]2[CH2:14][CH2:13][N:12]([CH2:15][CH2:16][CH2:17][CH2:18][O:19][C:20]3[CH:21]=[CH:22][C:23]4[CH2:30][CH2:29][C:27](=[O:28])[NH:26][C:24]=4[CH:25]=3)[CH2:11][CH2:10]2)[C:4]([Cl:8])=[C:5]([Cl:7])[CH:6]=1.[ClH:33], predict the reactants needed to synthesize it. The reactants are: [CH:1]1[CH:2]=[C:3]([N:9]2[CH2:14][CH2:13][N:12]([CH2:15][CH2:16][CH2:17][CH2:18][O:19][C:20]3[CH:21]=[CH:22][C:23]4[CH2:30][CH2:29][C:27](=[O:28])[NH:26][C:24]=4[CH:25]=3)[CH2:11][CH2:10]2)[C:4]([Cl:8])=[C:5]([Cl:7])[CH:6]=1.C[Si](C)(C)[Cl:33]. (2) Given the product [Cl:1][C:2]1[CH:3]=[C:4]([N:12]([C@H:15]2[CH2:20][CH2:19][C@H:18]([N:21]([CH3:22])[CH3:23])[CH2:17][CH2:16]2)[CH2:13][CH3:14])[C:5]([CH3:11])=[C:6]([CH:10]=1)[C:7]([NH:63][CH2:62][C:61]1[C:57]([O:56][CH3:55])=[N:58][N:59]([CH3:69])[C:60]=1[N:64]1[CH2:65][CH2:66][CH2:67][CH2:68]1)=[O:8], predict the reactants needed to synthesize it. The reactants are: [Cl:1][C:2]1[CH:3]=[C:4]([N:12]([C@H:15]2[CH2:20][CH2:19][C@H:18]([N:21]([CH3:23])[CH3:22])[CH2:17][CH2:16]2)[CH2:13][CH3:14])[C:5]([CH3:11])=[C:6]([CH:10]=1)[C:7](O)=[O:8].CN(C(ON1N=NC2C=CC=CC1=2)=[N+](C)C)C.[B-](F)(F)(F)F.CCN(C(C)C)C(C)C.[CH3:55][O:56][C:57]1[C:61]([CH2:62][NH2:63])=[C:60]([N:64]2[CH2:68][CH2:67][CH2:66][CH2:65]2)[N:59]([CH3:69])[N:58]=1. (3) Given the product [Br:12][C:13]1[CH:17]=[CH:16][N:15]([CH2:1][CH2:2][OH:4])[N:14]=1, predict the reactants needed to synthesize it. The reactants are: [CH3:1][C:2](C)([O-:4])C.[K+].C1COCC1.[Br:12][C:13]1[CH:17]=[CH:16][NH:15][N:14]=1.O1CCOS1(=O)=O.Cl. (4) Given the product [CH2:1]([O:8][C:9]1[CH:14]=[CH:13][C:12]([C@@H:15]([O:18][Si:19]([CH2:24][CH3:25])([CH2:22][CH3:23])[CH2:20][CH3:21])[CH2:16][NH:31][C@H:32]([CH3:47])[CH2:33][C:34]2[C:42]3[C:37](=[C:38]([C:43]([O:45][CH3:46])=[O:44])[CH:39]=[CH:40][CH:41]=3)[NH:36][CH:35]=2)=[CH:11][C:10]=1[NH:26][S:27]([CH3:30])(=[O:29])=[O:28])[C:2]1[CH:7]=[CH:6][CH:5]=[CH:4][CH:3]=1, predict the reactants needed to synthesize it. The reactants are: [CH2:1]([O:8][C:9]1[CH:14]=[CH:13][C:12]([C@@H:15]([O:18][Si:19]([CH2:24][CH3:25])([CH2:22][CH3:23])[CH2:20][CH3:21])[CH2:16]I)=[CH:11][C:10]=1[NH:26][S:27]([CH3:30])(=[O:29])=[O:28])[C:2]1[CH:7]=[CH:6][CH:5]=[CH:4][CH:3]=1.[NH2:31][C@H:32]([CH3:47])[CH2:33][C:34]1[C:42]2[C:37](=[C:38]([C:43]([O:45][CH3:46])=[O:44])[CH:39]=[CH:40][CH:41]=2)[NH:36][CH:35]=1.C(N(C(C)C)CC)(C)C.C(=O)([O-])O.[Na+]. (5) Given the product [CH:20]1[C:29]2[C:24](=[CH:25][CH:26]=[CH:27][CH:28]=2)[CH:23]=[CH:22][C:21]=1[CH2:30][N:7]1[CH2:6][CH:5]2[CH2:1][N:2]([C:9]3[N:14]=[CH:13][C:12]([C:15]([O:17][CH2:18][CH3:19])=[O:16])=[CH:11][N:10]=3)[CH2:3][CH:4]2[CH2:8]1, predict the reactants needed to synthesize it. The reactants are: [CH2:1]1[CH:5]2[CH2:6][NH:7][CH2:8][CH:4]2[CH2:3][N:2]1[C:9]1[N:14]=[CH:13][C:12]([C:15]([O:17][CH2:18][CH3:19])=[O:16])=[CH:11][N:10]=1.[CH:20]1[C:29]2[C:24](=[CH:25][CH:26]=[CH:27][CH:28]=2)[CH:23]=[CH:22][C:21]=1[CH:30]=O.C(O[BH-](OC(=O)C)OC(=O)C)(=O)C.[Na+].C([O-])(O)=O.[Na+]. (6) Given the product [Cl:11][C:6]1[CH:7]=[CH:13][N:12]=[C:17]2[CH:18]=[CH:19][S:20][C:16]=12, predict the reactants needed to synthesize it. The reactants are: CN(C=O)C.[C:6]([Cl:11])(=O)[C:7](Cl)=O.[N:12]1[C:17]2[CH:18]=[CH:19][S:20][C:16]=2C(=O)N[CH:13]=1.O. (7) Given the product [O:37]1[CH2:41][CH2:40][CH2:39][CH:38]1[C:42]([N:2]1[CH2:3][CH2:4][CH:5]([N:8]2[CH:12]=[C:11]([C:13]3[CH:36]=[CH:35][C:16]4[N:17]([C:20]5[CH:21]=[C:22]([NH:26][C:27]([NH:29][CH2:30][C:31]([F:33])([F:32])[F:34])=[O:28])[CH:23]=[CH:24][CH:25]=5)[CH:18]=[N:19][C:15]=4[CH:14]=3)[CH:10]=[N:9]2)[CH2:6][CH2:7]1)=[O:43], predict the reactants needed to synthesize it. The reactants are: Cl.[NH:2]1[CH2:7][CH2:6][CH:5]([N:8]2[CH:12]=[C:11]([C:13]3[CH:36]=[CH:35][C:16]4[N:17]([C:20]5[CH:21]=[C:22]([NH:26][C:27]([NH:29][CH2:30][C:31]([F:34])([F:33])[F:32])=[O:28])[CH:23]=[CH:24][CH:25]=5)[CH:18]=[N:19][C:15]=4[CH:14]=3)[CH:10]=[N:9]2)[CH2:4][CH2:3]1.[O:37]1[CH2:41][CH2:40][CH2:39][CH:38]1[C:42](O)=[O:43]. (8) Given the product [CH3:21][CH:20]([CH3:22])[CH2:19][CH2:18][NH:23][CH2:1][C:3]1[CH:17]=[CH:16][C:6]([O:7][C:8]2[S:9][C:10]([C:13]([NH2:15])=[O:14])=[CH:11][N:12]=2)=[CH:5][CH:4]=1, predict the reactants needed to synthesize it. The reactants are: [CH:1]([C:3]1[CH:17]=[CH:16][C:6]([O:7][C:8]2[S:9][C:10]([C:13]([NH2:15])=[O:14])=[CH:11][N:12]=2)=[CH:5][CH:4]=1)=O.[CH2:18]([NH2:23])[CH2:19][CH:20]([CH3:22])[CH3:21].[BH4-].[Na+]. (9) Given the product [BrH:1].[Br:1][CH:5]([C:4](=[O:3])[C:8]1[CH:13]=[CH:12][CH:11]=[CH:10][N:9]=1)[C:6]#[N:7], predict the reactants needed to synthesize it. The reactants are: [Br:1]Br.[O:3]=[C:4]([C:8]1[CH:13]=[CH:12][CH:11]=[CH:10][N:9]=1)[CH2:5][C:6]#[N:7]. (10) The reactants are: [Cl:1][C:2]1[CH:3]=[C:4]([C:16]([NH:18][C@H:19]([C:21]2[CH:29]=[CH:28][C:24]([C:25]([OH:27])=[O:26])=[CH:23][CH:22]=2)[CH3:20])=[O:17])[C:5](OC2C=CC=C(F)C=2)=[N:6][CH:7]=1.[Cl:30][C:31]1[CH:36]=[C:35]([F:37])[CH:34]=[CH:33][C:32]=1[OH:38]. Given the product [Cl:1][C:2]1[CH:3]=[C:4]([C:16]([NH:18][C@H:19]([C:21]2[CH:29]=[CH:28][C:24]([C:25]([OH:27])=[O:26])=[CH:23][CH:22]=2)[CH3:20])=[O:17])[C:5]([O:38][C:32]2[CH:33]=[CH:34][C:35]([F:37])=[CH:36][C:31]=2[Cl:30])=[N:6][CH:7]=1, predict the reactants needed to synthesize it.